Dataset: SARS-CoV-2 main protease (3CLPro) crystallographic fragment screen with 879 compounds. Task: Binary Classification. Given a drug SMILES string, predict its activity (active/inactive) in a high-throughput screening assay against a specified biological target. (1) The drug is Cc1nccn1Cc1cccc(C#N)c1. The result is 0 (inactive). (2) The molecule is OCc1cn(-c2ccc(Cl)cc2)nn1. The result is 0 (inactive). (3) The drug is C[C@@H]1[C@H](C#N)CCCN1S(C)(=O)=O. The result is 0 (inactive). (4) The molecule is COc1ccc(C)cc1NC(=O)CN. The result is 0 (inactive). (5) The compound is COc1cccc(C(N)CC(=O)O)c1. The result is 0 (inactive). (6) The drug is CC(=O)Nc1ccccc1O. The result is 0 (inactive). (7) The compound is COc1ccc(NC(=O)Nc2cccs2)cn1. The result is 0 (inactive). (8) The compound is COc1ccc(C(N)C(=O)O)cc1. The result is 0 (inactive). (9) The compound is CCOC(=O)Nc1cccc(Cl)c1. The result is 0 (inactive).